From a dataset of Peptide-MHC class I binding affinity with 185,985 pairs from IEDB/IMGT. Regression. Given a peptide amino acid sequence and an MHC pseudo amino acid sequence, predict their binding affinity value. This is MHC class I binding data. The peptide sequence is NIYETEFFM. The MHC is HLA-A03:01 with pseudo-sequence HLA-A03:01. The binding affinity (normalized) is 0.0847.